Dataset: Forward reaction prediction with 1.9M reactions from USPTO patents (1976-2016). Task: Predict the product of the given reaction. (1) The product is: [ClH:11].[Cl-:11].[NH2:1][C:5]1[CH:6]=[CH:7][C:8]([C:9](=[O:12])[CH2:10][N+:15]2[CH:20]=[CH:19][CH:18]=[CH:17][CH:16]=2)=[CH:13][CH:14]=1. Given the reactants [NH:1]([C:5]1[CH:14]=[CH:13][C:8]([C:9](=[O:12])[CH2:10][Cl:11])=[CH:7][CH:6]=1)C(C)=O.[N:15]1[CH:20]=[CH:19][CH:18]=[CH:17][CH:16]=1.CS(C)=O, predict the reaction product. (2) Given the reactants Br[C:2]1[CH:3]=[C:4]([C:12]([CH3:18])([CH3:17])[C:13]([O:15][CH3:16])=[O:14])[CH:5]=[C:6]([CH:10]=[O:11])[C:7]=1[O:8][CH3:9].[CH3:19][O:20][C:21]1[CH:26]=[CH:25][C:24]([C:27]#[N:28])=[CH:23][C:22]=1B(O)O.C(NC(C)C)(C)C, predict the reaction product. The product is: [C:27]([C:24]1[CH:23]=[CH:22][C:21]([O:20][CH3:19])=[C:26]([C:2]2[C:7]([O:8][CH3:9])=[C:6]([CH:10]=[O:11])[CH:5]=[C:4]([C:12]([CH3:18])([CH3:17])[C:13]([O:15][CH3:16])=[O:14])[CH:3]=2)[CH:25]=1)#[N:28]. (3) Given the reactants [CH2:1]1[C:7]2=[C:8]3[C:12](=[CH:13][CH:14]=[C:6]2[O:5][CH2:4][CH2:3][N:2]1C(OC(C)(C)C)=O)[NH:11][CH:10]=[CH:9]3.[H-].[Na+].CN(C=O)C.[CH3:29][C:30]1[CH:35]=[CH:34][C:33]([S:36](Cl)(=[O:38])=[O:37])=[CH:32][CH:31]=1, predict the reaction product. The product is: [CH3:29][C:30]1[CH:35]=[CH:34][C:33]([S:36]([N:11]2[C:12]3[C:8](=[C:7]4[CH2:1][NH:2][CH2:3][CH2:4][O:5][C:6]4=[CH:14][CH:13]=3)[CH:9]=[CH:10]2)(=[O:38])=[O:37])=[CH:32][CH:31]=1. (4) Given the reactants [CH3:1][C:2]1[CH:37]=[CH:36][CH:35]=[CH:34][C:3]=1[O:4][C:5]1[C:6]([C:22]([NH:24]CC2C=CC(OC)=CC=2)=[O:23])=[C:7]([NH:13][C:14]2[CH:19]=[CH:18][C:17]([I:20])=[CH:16][C:15]=2[F:21])[N:8]([CH3:12])[C:9](=[O:11])[CH:10]=1.[Cl-].[Al+3].[Cl-].[Cl-].ClCCl.O, predict the reaction product. The product is: [CH3:1][C:2]1[CH:37]=[CH:36][CH:35]=[CH:34][C:3]=1[O:4][C:5]1[C:6]([C:22]([NH2:24])=[O:23])=[C:7]([NH:13][C:14]2[CH:19]=[CH:18][C:17]([I:20])=[CH:16][C:15]=2[F:21])[N:8]([CH3:12])[C:9](=[O:11])[CH:10]=1. (5) The product is: [F:15][C:16]1[CH:31]=[CH:30][CH:29]=[CH:28][C:17]=1[CH2:18][O:19][C:20]1[CH:27]=[CH:26][C:23]([CH2:24][NH:2][C@H:3]([CH3:4])[C:5]([NH2:7])=[O:6])=[CH:22][CH:21]=1. Given the reactants Cl.[NH2:2][C@@H:3]([C:5]([NH2:7])=[O:6])[CH3:4].C(N(CC)CC)C.[F:15][C:16]1[CH:31]=[CH:30][CH:29]=[CH:28][C:17]=1[CH2:18][O:19][C:20]1[CH:27]=[CH:26][C:23]([CH:24]=O)=[CH:22][CH:21]=1.FC1C=CC=CC=1CC1C=C(C=CC=1OCC1C=CC=CC=1F)C=O.[BH4-].[Na+], predict the reaction product. (6) Given the reactants [H-].[Na+].[NH:3]1[CH:7]=[CH:6][N:5]=[CH:4]1.[C:8](=[S:10])=[S:9].[CH3:11]I, predict the reaction product. The product is: [CH3:11][S:9][C:8]([N:3]1[CH:7]=[CH:6][N:5]=[CH:4]1)=[S:10]. (7) Given the reactants [CH3:1][O:2][CH2:3][O:4][C@H:5]1[CH2:9][CH2:8][N:7]([CH2:10][C@H:11]([C:13]2[CH:18]=[CH:17][CH:16]=[CH:15][CH:14]=2)O)[CH2:6]1.COCO[C@H]1CCN([C@H](C2C=CC=CC=2)CO)C1.C(N(CC)CC)C.CS(Cl)(=O)=O.[H-].[Na+].[Cl:51][C:52]1[CH:53]=[C:54]([CH:57]=[CH:58][C:59]=1[NH:60][CH3:61])[C:55]#[N:56].[NH4+].[OH-], predict the reaction product. The product is: [Cl:51][C:52]1[CH:53]=[C:54]([CH:57]=[CH:58][C:59]=1[N:60]([C@@H:11]([C:13]1[CH:18]=[CH:17][CH:16]=[CH:15][CH:14]=1)[CH2:10][N:7]1[CH2:8][CH2:9][C@H:5]([O:4][CH2:3][O:2][CH3:1])[CH2:6]1)[CH3:61])[C:55]#[N:56]. (8) Given the reactants Br[C:2]1[N:7]=[C:6]([CH2:8][C:9]2[N:10]=[N:11][N:12]([CH2:14][CH2:15][OH:16])[N:13]=2)[CH:5]=[CH:4][CH:3]=1.[NH2:17][C:18]1[S:19][C:20]([C:26]2[C:31]([F:32])=[CH:30][C:29]([C:33]([OH:36])([CH3:35])[CH3:34])=[CH:28][C:27]=2[F:37])=[CH:21][C:22]=1[C:23]([NH2:25])=[O:24], predict the reaction product. The product is: [F:37][C:27]1[CH:28]=[C:29]([C:33]([OH:36])([CH3:35])[CH3:34])[CH:30]=[C:31]([F:32])[C:26]=1[C:20]1[S:19][C:18]([NH:17][C:2]2[CH:3]=[CH:4][CH:5]=[C:6]([CH2:8][C:9]3[N:10]=[N:11][N:12]([CH2:14][CH2:15][OH:16])[N:13]=3)[N:7]=2)=[C:22]([C:23]([NH2:25])=[O:24])[CH:21]=1.